From a dataset of Full USPTO retrosynthesis dataset with 1.9M reactions from patents (1976-2016). Predict the reactants needed to synthesize the given product. (1) The reactants are: C[O:2][C:3](=[O:46])[C:4]1[CH:9]=[CH:8][C:7]([CH2:10][O:11][C:12]2[CH:17]=[CH:16][C:15]([CH2:18][C@H:19]([NH:33][C:34]([CH:36]3[CH2:41][CH2:40][CH:39]([C:42]([CH3:45])([CH3:44])[CH3:43])[CH2:38][CH2:37]3)=[O:35])[C:20]3[NH:21][CH:22]=[C:23]([C:25]4[CH:30]=[CH:29][C:28]([Cl:31])=[CH:27][C:26]=4[Cl:32])[N:24]=3)=[CH:14][CH:13]=2)=[CH:6][CH:5]=1.Br[CH2:48][CH2:49][CH:50]([CH3:52])[CH3:51]. Given the product [C:42]([CH:39]1[CH2:40][CH2:41][CH:36]([C:34]([NH:33][C@H:19]([C:20]2[N:21]([CH2:48][CH2:49][CH:50]([CH3:52])[CH3:51])[CH:22]=[C:23]([C:25]3[CH:30]=[CH:29][C:28]([Cl:31])=[CH:27][C:26]=3[Cl:32])[N:24]=2)[CH2:18][C:15]2[CH:16]=[CH:17][C:12]([O:11][CH2:10][C:7]3[CH:8]=[CH:9][C:4]([C:3]([OH:2])=[O:46])=[CH:5][CH:6]=3)=[CH:13][CH:14]=2)=[O:35])[CH2:37][CH2:38]1)([CH3:43])([CH3:44])[CH3:45], predict the reactants needed to synthesize it. (2) Given the product [Cl:1][C:2]1[CH:7]=[CH:6][C:5]([CH:8]([NH:11][C:12]2[CH:13]=[CH:14][C:15]([CH3:20])=[C:16]([CH:19]=2)[CH2:17][N:22]2[CH2:25][CH:24]([C:26]([OH:28])=[O:27])[CH2:23]2)[CH2:9][CH3:10])=[CH:4][C:3]=1[CH3:21], predict the reactants needed to synthesize it. The reactants are: [Cl:1][C:2]1[CH:7]=[CH:6][C:5]([CH:8]([NH:11][C:12]2[CH:13]=[CH:14][C:15]([CH3:20])=[C:16]([CH:19]=2)[CH:17]=O)[CH2:9][CH3:10])=[CH:4][C:3]=1[CH3:21].[NH:22]1[CH2:25][CH:24]([C:26]([OH:28])=[O:27])[CH2:23]1.CC(O)=O.[BH3-]C#N.[Na+]. (3) Given the product [Br:3][C:4]1[N:5]([CH2:18][O:17][CH2:16][CH2:15][Si:12]([CH3:14])([CH3:13])[CH3:11])[C:6]([Br:10])=[C:7]([Br:9])[N:8]=1, predict the reactants needed to synthesize it. The reactants are: [H-].[Na+].[Br:3][C:4]1[NH:5][C:6]([Br:10])=[C:7]([Br:9])[N:8]=1.[CH3:11][Si:12]([CH2:15][CH2:16][O:17][CH2:18]Cl)([CH3:14])[CH3:13].